Dataset: Catalyst prediction with 721,799 reactions and 888 catalyst types from USPTO. Task: Predict which catalyst facilitates the given reaction. (1) Reactant: [NH2:1][C:2]1[C:3]([NH:16][C@@H:17]2[CH2:22][CH2:21][C@H:20]([C:23]([NH2:25])=[O:24])[CH2:19][CH2:18]2)=[N:4][C:5]([NH:8][C@@H:9]2[CH2:13][CH2:12][C:11]([F:15])([F:14])[CH2:10]2)=[N:6][CH:7]=1.[Cl:26][C:27]1[CH:32]=[C:31]([Cl:33])[CH:30]=[C:29]([F:34])[C:28]=1[N:35]=[C:36]=S.CC(C)N=C=NC(C)C. Product: [Cl:26][C:27]1[CH:32]=[C:31]([Cl:33])[CH:30]=[C:29]([F:34])[C:28]=1[NH:35][C:36]1[N:16]([C@@H:17]2[CH2:18][CH2:19][C@H:20]([C:23]([NH2:25])=[O:24])[CH2:21][CH2:22]2)[C:3]2[C:2]([N:1]=1)=[CH:7][N:6]=[C:5]([NH:8][C@@H:9]1[CH2:13][CH2:12][C:11]([F:15])([F:14])[CH2:10]1)[N:4]=2. The catalyst class is: 3. (2) Reactant: C(OC([N:8]1[CH2:11][CH:10]([C:12]2[CH:33]=[CH:32][C:15]3[C:16]4[N:17]=[C:18]([C:24]5[N:25]([CH:29]([CH3:31])[CH3:30])[N:26]=[CH:27][N:28]=5)[S:19][C:20]=4[CH2:21][CH2:22][O:23][C:14]=3[CH:13]=2)[CH2:9]1)=O)(C)(C)C.C(O)(C(F)(F)F)=O. Product: [NH:8]1[CH2:11][CH:10]([C:12]2[CH:33]=[CH:32][C:15]3[C:16]4[N:17]=[C:18]([C:24]5[N:25]([CH:29]([CH3:31])[CH3:30])[N:26]=[CH:27][N:28]=5)[S:19][C:20]=4[CH2:21][CH2:22][O:23][C:14]=3[CH:13]=2)[CH2:9]1. The catalyst class is: 2. (3) Reactant: Br[C:2]1[CH:7]=[CH:6][C:5]([Cl:8])=[CH:4][C:3]=1[N+:9]([O-:11])=[O:10].[OH:12][C:13]1[CH:14]=[C:15]([CH:18]=[CH:19][CH:20]=1)[CH:16]=[O:17].C([O-])([O-])=O.[K+].[K+]. Product: [Cl:8][C:5]1[CH:6]=[CH:7][C:2]([O:12][C:13]2[CH:14]=[C:15]([CH:18]=[CH:19][CH:20]=2)[CH:16]=[O:17])=[C:3]([N+:9]([O-:11])=[O:10])[CH:4]=1. The catalyst class is: 3. (4) Reactant: [CH3:1][C:2]1([C:9]2[CH:14]=[CH:13][CH:12]=[CH:11][CH:10]=2)[O:7][C:6](=[O:8])[NH:5][CH2:4][CH2:3]1.[H-].[Na+].[Br:17][C:18]1[CH:19]=[C:20]([CH:23]=[CH:24][CH:25]=1)[CH2:21]Br. Product: [Br:17][C:18]1[CH:19]=[C:20]([CH:23]=[CH:24][CH:25]=1)[CH2:21][N:5]1[CH2:4][CH2:3][C:2]([CH3:1])([C:9]2[CH:14]=[CH:13][CH:12]=[CH:11][CH:10]=2)[O:7][C:6]1=[O:8]. The catalyst class is: 1.